From a dataset of Full USPTO retrosynthesis dataset with 1.9M reactions from patents (1976-2016). Predict the reactants needed to synthesize the given product. Given the product [N:51]1[CH:56]=[CH:55][CH:54]=[C:53]([C:2]2[CH:7]=[CH:6][C:5]([NH:8][C:9]([N:11]3[C:15]4[N:16]=[C:17]([N:45]5[CH2:50][CH2:49][O:48][CH2:47][CH2:46]5)[N:18]=[C:19]([C:20]5[CH:25]=[N:24][C:23]([N:26]([CH2:36][C:37]6[CH:42]=[CH:41][C:40]([O:43][CH3:44])=[CH:39][CH:38]=6)[CH2:27][C:28]6[CH:29]=[CH:30][C:31]([O:34][CH3:35])=[CH:32][CH:33]=6)=[N:22][CH:21]=5)[C:14]=4[CH2:13][CH2:12]3)=[O:10])=[CH:4][CH:3]=2)[CH:52]=1, predict the reactants needed to synthesize it. The reactants are: I[C:2]1[CH:7]=[CH:6][C:5]([NH:8][C:9]([N:11]2[C:15]3[N:16]=[C:17]([N:45]4[CH2:50][CH2:49][O:48][CH2:47][CH2:46]4)[N:18]=[C:19]([C:20]4[CH:21]=[N:22][C:23]([N:26]([CH2:36][C:37]5[CH:42]=[CH:41][C:40]([O:43][CH3:44])=[CH:39][CH:38]=5)[CH2:27][C:28]5[CH:33]=[CH:32][C:31]([O:34][CH3:35])=[CH:30][CH:29]=5)=[N:24][CH:25]=4)[C:14]=3[CH2:13][CH2:12]2)=[O:10])=[CH:4][CH:3]=1.[N:51]1[CH:56]=[CH:55][CH:54]=[C:53](B(O)O)[CH:52]=1.COC1C=CC=C(OC)C=1C1C=CC=CC=1P(C1CCCCC1)C1CCCCC1.P([O-])([O-])([O-])=O.[K+].[K+].[K+].